This data is from Catalyst prediction with 721,799 reactions and 888 catalyst types from USPTO. The task is: Predict which catalyst facilitates the given reaction. (1) Reactant: Cl.[NH2:2][CH2:3][CH2:4][C:5]1[CH:13]=[CH:12][C:8]([C:9]([OH:11])=[O:10])=[CH:7][CH:6]=1.[CH3:14]O. Product: [NH2:2][CH2:3][CH2:4][C:5]1[CH:13]=[CH:12][C:8]([C:9]([O:11][CH3:14])=[O:10])=[CH:7][CH:6]=1. The catalyst class is: 65. (2) Reactant: Br[C:2]1[CH:3]=[C:4]2[C:11]3([O:15][N:14]([CH3:16])[C:13]([NH2:17])=[N:12]3)[CH2:10][CH:9]([C:18]3[CH:23]=[CH:22][C:21]([O:24][C:25]([F:28])([F:27])[F:26])=[CH:20][CH:19]=3)[O:8][C:5]2=[CH:6][CH:7]=1.[C:29]([C:31]1[CH:32]=[C:33](B(O)O)[CH:34]=[CH:35][CH:36]=1)#[N:30]. The catalyst class is: 806. Product: [NH2:17][C:13]1[N:14]([CH3:16])[O:15][C:11]2([C:4]3[C:5](=[CH:6][CH:7]=[C:2]([C:35]4[CH:36]=[C:31]([CH:32]=[CH:33][CH:34]=4)[C:29]#[N:30])[CH:3]=3)[O:8][CH:9]([C:18]3[CH:23]=[CH:22][C:21]([O:24][C:25]([F:26])([F:28])[F:27])=[CH:20][CH:19]=3)[CH2:10]2)[N:12]=1. (3) Reactant: Cl[C:2]1[N:7]=[C:6]([NH2:8])[CH:5]=[C:4]([Cl:9])[N:3]=1.[Cl:10][C:11]1[CH:17]=[CH:16][C:14]([NH2:15])=[CH:13][CH:12]=1. Product: [Cl:9][C:4]1[N:3]=[C:2]([NH:15][C:14]2[CH:16]=[CH:17][C:11]([Cl:10])=[CH:12][CH:13]=2)[N:7]=[C:6]([NH2:8])[CH:5]=1. The catalyst class is: 12.